This data is from Catalyst prediction with 721,799 reactions and 888 catalyst types from USPTO. The task is: Predict which catalyst facilitates the given reaction. (1) Reactant: [F:1][C:2]1[CH:7]=[CH:6][C:5]([C@@:8]([NH:26][C:27]([NH:29][CH2:30][C:31]([F:34])([F:33])[F:32])=[O:28])([C:12]2[CH:17]=[C:16]([O:18][C:19]([F:24])([F:23])[CH:20]([F:22])[F:21])[CH:15]=[C:14]([F:25])[CH:13]=2)[CH2:9][CH:10]=[CH2:11])=[CH:4][C:3]=1[C:35]([F:38])([F:37])[F:36].[CH2:39]([Zn]CC)C.ICI.Cl. Product: [CH:10]1([CH2:9][C@@:8]([NH:26][C:27]([NH:29][CH2:30][C:31]([F:32])([F:33])[F:34])=[O:28])([C:5]2[CH:6]=[CH:7][C:2]([F:1])=[C:3]([C:35]([F:38])([F:36])[F:37])[CH:4]=2)[C:12]2[CH:17]=[C:16]([O:18][C:19]([F:23])([F:24])[CH:20]([F:22])[F:21])[CH:15]=[C:14]([F:25])[CH:13]=2)[CH2:39][CH2:11]1. The catalyst class is: 11. (2) Reactant: [F:1][C:2]([F:20])([F:19])[C:3]1[O:7][C:6]([C:8]2[CH:9]=[C:10]3[C:15](=[CH:16][CH:17]=2)[N:14]=[CH:13][NH:12][C:11]3=O)=[N:5][N:4]=1.P(Cl)(Cl)([Cl:23])=O. Product: [Cl:23][C:11]1[C:10]2[C:15](=[CH:16][CH:17]=[C:8]([C:6]3[O:7][C:3]([C:2]([F:20])([F:19])[F:1])=[N:4][N:5]=3)[CH:9]=2)[N:14]=[CH:13][N:12]=1. The catalyst class is: 66. (3) Reactant: C[O:2][C:3](=[O:15])[C:4]1[CH:9]=[C:8]([O:10][CH2:11][CH:12]=[CH2:13])[CH:7]=[CH:6][C:5]=1[OH:14].[OH-].[Na+].Cl. Product: [OH:14][C:5]1[CH:6]=[CH:7][C:8]([O:10][CH2:11][CH2:12][CH3:13])=[CH:9][C:4]=1[C:3]([OH:15])=[O:2]. The catalyst class is: 5. (4) Reactant: [CH3:1][N:2]([CH2:9][CH2:10][O:11][C:12]1[CH:25]=[CH:24][C:15]([CH2:16][CH:17]2[S:21][C:20](=[O:22])[NH:19][C:18]2=[O:23])=[CH:14][CH:13]=1)[C:3]1[CH:8]=[CH:7][CH:6]=[CH:5][N:4]=1.[BrH:26]. The catalyst class is: 21. Product: [BrH:26].[CH3:1][N:2]([CH2:9][CH2:10][O:11][C:12]1[CH:25]=[CH:24][C:15]([CH2:16][CH:17]2[S:21][C:20](=[O:22])[NH:19][C:18]2=[O:23])=[CH:14][CH:13]=1)[C:3]1[CH:8]=[CH:7][CH:6]=[CH:5][N:4]=1. (5) Reactant: [N+:1]([C:4]1[CH:5]=[CH:6][CH:7]=[C:8]2[C:12]=1[CH:11]1CC3(OCCO3)[CH2:15][CH2:16][N:10]1[C:9]2=[O:21])([O-:3])=[O:2].[CH:22]([SH:25])([SH:24])[CH3:23].B(F)(F)F.[CH3:30][CH2:31]OCC.[OH-].[Na+]. The catalyst class is: 4. Product: [N+:1]([C:4]1[CH:5]=[CH:6][CH:7]=[C:8]2[C:12]=1[CH:11]1[CH2:23][C:22]3([S:25][CH2:31][CH2:30][S:24]3)[CH2:15][CH2:16][N:10]1[C:9]2=[O:21])([O-:3])=[O:2]. (6) Reactant: C(OC([N:8]1[CH2:12][CH2:11][CH2:10][CH:9]1[CH2:13][O:14][C:15]1[C:24]([Cl:25])=[CH:23][C:18]([C:19]([O:21][CH3:22])=[O:20])=[CH:17][C:16]=1[Cl:26])=O)(C)(C)C.C(O)(C(F)(F)F)=O. Product: [Cl:26][C:16]1[CH:17]=[C:18]([CH:23]=[C:24]([Cl:25])[C:15]=1[O:14][CH2:13][CH:9]1[CH2:10][CH2:11][CH2:12][NH:8]1)[C:19]([O:21][CH3:22])=[O:20]. The catalyst class is: 2.